From a dataset of Catalyst prediction with 721,799 reactions and 888 catalyst types from USPTO. Predict which catalyst facilitates the given reaction. Reactant: [CH3:1][C:2]1[N:3]=[C:4]([C:7]2[CH:8]=[N:9][NH:10][C:11]=2[NH2:12])[O:5][CH:6]=1.[Cl:13][C:14]1[CH:19]=[CH:18][C:17]([C:20](=O)[CH2:21][C:22](OCC)=[O:23])=[CH:16][C:15]=1[O:28][CH2:29][CH3:30].CC1C=CC(S(O)(=O)=O)=CC=1. Product: [Cl:13][C:14]1[CH:19]=[CH:18][C:17]([C:20]2[NH:12][C:11]3[N:10]([N:9]=[CH:8][C:7]=3[C:4]3[O:5][CH:6]=[C:2]([CH3:1])[N:3]=3)[C:22](=[O:23])[CH:21]=2)=[CH:16][C:15]=1[O:28][CH2:29][CH3:30]. The catalyst class is: 114.